From a dataset of Forward reaction prediction with 1.9M reactions from USPTO patents (1976-2016). Predict the product of the given reaction. (1) The product is: [C:12]([C:11]([C:2]1[CH:3]=[CH:4][C:5]2[C:10](=[CH:9][CH:8]=[CH:7][CH:6]=2)[CH:1]=1)([CH2:16][CH2:15][C:14]([O:18][CH3:19])=[O:17])[CH2:15][C:14]([O:18][CH3:19])=[O:17])#[N:13]. Given the reactants [CH:1]1[C:10]2[C:5](=[CH:6][CH:7]=[CH:8][CH:9]=2)[CH:4]=[CH:3][C:2]=1[CH2:11][C:12]#[N:13].[C:14]([O:18][CH3:19])(=[O:17])[CH:15]=[CH2:16], predict the reaction product. (2) The product is: [ClH:23].[Cl:24][C:19]1[C:20]([CH2:22][O:1][NH2:2])=[CH:21][C:15]2[O:14][CH2:13][O:17][C:16]=2[CH:18]=1. Given the reactants [OH:1][N:2]1C(=O)C2=CC=CC=C2C1=O.[CH2:13]1[O:17][C:16]2[CH:18]=[C:19]([Cl:24])[C:20]([CH2:22][Cl:23])=[CH:21][C:15]=2[O:14]1, predict the reaction product. (3) Given the reactants [NH2:1][C@@H:2]1[C:8](=[O:9])[NH:7][C:6]2[CH:10]=[CH:11][CH:12]=[CH:13][C:5]=2[C:4]2[CH:14]=[CH:15][CH:16]=[CH:17][C:3]1=2.[CH2:18]([O:20][C:21](=[O:28])[C@:22]([F:27])([CH3:26])[C:23](O)=[O:24])[CH3:19], predict the reaction product. The product is: [CH2:18]([O:20][C:21](=[O:28])[C@:22]([F:27])([CH3:26])[C:23]([NH:1][C@@H:2]1[C:8](=[O:9])[NH:7][C:6]2[CH:10]=[CH:11][CH:12]=[CH:13][C:5]=2[C:4]2[CH:14]=[CH:15][CH:16]=[CH:17][C:3]1=2)=[O:24])[CH3:19]. (4) Given the reactants FC1C=C(C(N)=O)C2O[C:8]([C:10]3[CH:15]=[CH:14][C:13]([CH2:16][N:17]4[CH2:21][CH2:20][CH2:19][CH2:18]4)=[CH:12][CH:11]=3)=[CH:7]C=2C=1.C(C1C=CC(C=[O:33])=CC=1)#C.N1CCOCC1, predict the reaction product. The product is: [C:8]([C:10]1[CH:11]=[CH:12][C:13]([CH2:16][N:17]2[CH2:18][CH2:19][O:33][CH2:20][CH2:21]2)=[CH:14][CH:15]=1)#[CH:7]. (5) The product is: [CH:13]1([C:11]2[NH:10][N:9]([CH3:18])[CH:8]([C:6]([OH:7])=[O:5])[CH:12]=2)[CH2:14][CH2:15][CH2:16][CH2:17]1. Given the reactants [OH-].[Na+].C([O:5][C:6]([CH:8]1[CH:12]=[C:11]([CH:13]2[CH2:17][CH2:16][CH2:15][CH2:14]2)[NH:10][N:9]1[CH3:18])=[O:7])C.Cl, predict the reaction product. (6) Given the reactants C(#N)C.[F:4][C:5]1[CH:41]=[CH:40][C:8]([CH2:9][CH2:10][NH:11][C:12](=[N:14][C:15]2[CH:23]=[C:22]3[C:18]([CH2:19][C@@H:20]([OH:39])[C@@H:21]3[NH:24][C:25]([C:27]3[CH:32]=[CH:31][C:30]([C:33]4[CH:38]=[CH:37][CH:36]=[CH:35][CH:34]=4)=[CH:29][CH:28]=3)=[O:26])=[CH:17][CH:16]=2)[CH3:13])=[CH:7][CH:6]=1.CO, predict the reaction product. The product is: [OH2:26].[F:4][C:5]1[CH:6]=[CH:7][C:8]([CH2:9][CH2:10][NH:11][C:12](=[N:14][C:15]2[CH:23]=[C:22]3[C:18]([CH2:19][C@@H:20]([OH:39])[C@@H:21]3[NH:24][C:25]([C:27]3[CH:32]=[CH:31][C:30]([C:33]4[CH:34]=[CH:35][CH:36]=[CH:37][CH:38]=4)=[CH:29][CH:28]=3)=[O:26])=[CH:17][CH:16]=2)[CH3:13])=[CH:40][CH:41]=1.[C:30]1([C:33]2[CH:34]=[CH:35][CH:36]=[CH:37][CH:38]=2)[CH:29]=[CH:28][C:27]([C:25]([NH:24][C@@H:21]2[C:22]3[C:18](=[CH:17][CH:16]=[C:15]([N:14]=[C:12]([NH:11][CH2:10][CH2:9][C:8]4[CH:40]=[CH:41][C:5]([F:4])=[CH:6][CH:7]=4)[CH3:13])[CH:23]=3)[CH2:19][C@H:20]2[OH:39])=[O:26])=[CH:32][CH:31]=1.